From a dataset of Forward reaction prediction with 1.9M reactions from USPTO patents (1976-2016). Predict the product of the given reaction. (1) Given the reactants Cl.Cl.[Cl:3][C:4]1[C:9]([Cl:10])=[C:8]([O:11][CH3:12])[CH:7]=[CH:6][C:5]=1[N:13]1[CH2:18][CH2:17][N:16]([CH2:19][CH2:20][C@H:21]2[CH2:26][CH2:25][C@H:24]([NH2:27])[CH2:23][CH2:22]2)[CH2:15][CH2:14]1.C(N(CC)CC)C.[CH3:35][N:36]([CH3:40])[C:37](Cl)=[O:38], predict the reaction product. The product is: [Cl:3][C:4]1[C:9]([Cl:10])=[C:8]([O:11][CH3:12])[CH:7]=[CH:6][C:5]=1[N:13]1[CH2:18][CH2:17][N:16]([CH2:19][CH2:20][C@H:21]2[CH2:22][CH2:23][C@H:24]([NH:27][C:37]([N:36]([CH3:40])[CH3:35])=[O:38])[CH2:25][CH2:26]2)[CH2:15][CH2:14]1. (2) The product is: [CH3:7][O:8][C:9]1[CH:10]=[CH:11][C:12]2[O:16][C:15]([CH2:17][OH:18])=[CH:14][C:13]=2[CH:22]=1. Given the reactants [H-].[Al+3].[Li+].[H-].[H-].[H-].[CH3:7][O:8][C:9]1[CH:10]=[CH:11][C:12]2[O:16][C:15]([C:17](OCC)=[O:18])=[CH:14][C:13]=2[CH:22]=1.O1CCCC1.S([O-])([O-])(=O)=O.[Na+].[Na+], predict the reaction product. (3) Given the reactants Cl.[N:2]12[CH2:9][CH2:8][C:5]([O:10][C:11]([NH:13][C:14]3[CH:19]=[C:18]([CH2:20][CH2:21][CH2:22][C:23]([OH:25])=O)[CH:17]=[CH:16][C:15]=3[C:26]3[CH:31]=[CH:30][CH:29]=[CH:28][CH:27]=3)=[O:12])([CH2:6][CH2:7]1)[CH2:4][CH2:3]2.[NH2:32][C:33]1[CH:34]=[CH:35][C:36]([C:39]([O:41][CH2:42][CH3:43])=[O:40])=[N:37][CH:38]=1.C(NCCNC(C)C)(C)C.CN(C(ON1N=NC2C=CC=NC1=2)=[N+](C)C)C.F[P-](F)(F)(F)(F)F, predict the reaction product. The product is: [N:2]12[CH2:7][CH2:6][C:5]([O:10][C:11]([NH:13][C:14]3[CH:19]=[C:18]([CH2:20][CH2:21][CH2:22][C:23]([NH:32][C:33]4[CH:34]=[CH:35][C:36]([C:39]([O:41][CH2:42][CH3:43])=[O:40])=[N:37][CH:38]=4)=[O:25])[CH:17]=[CH:16][C:15]=3[C:26]3[CH:31]=[CH:30][CH:29]=[CH:28][CH:27]=3)=[O:12])([CH2:4][CH2:3]1)[CH2:8][CH2:9]2. (4) Given the reactants [PH2:1](=[O:3])[OH:2].[CH2:4]=[CH:5][CH2:6][CH2:7][CH2:8][CH2:9][CH2:10][CH2:11][CH2:12][CH2:13][CH2:14][CH2:15][CH2:16][CH2:17][CH2:18][CH2:19][CH2:20][CH3:21], predict the reaction product. The product is: [CH2:21]([P:1]([OH:2])[OH:3])[CH2:20][CH2:19][CH2:18][CH2:17][CH2:16][CH2:15][CH2:14][CH2:13][CH2:12][CH2:11][CH2:10][CH2:9][CH2:8][CH2:7][CH2:6][CH2:5][CH3:4]. (5) Given the reactants [Cl-].[Al+3].[Al+3].[Al+3].[Cl-].[Cl-].[Cl-].[Cl-].[Cl-].[Cl-].[Cl-].[Cl-].[CH:13]1([C:19](Cl)=[O:20])[CH2:18][CH2:17][CH2:16][CH2:15][CH2:14]1.[Cl:22][C:23]1[CH:28]=[CH:27][C:26]([C:29]2[S:30][CH:31]=[CH:32][C:33]=2[CH:34]([CH2:41][C:42]2[CH:47]=[CH:46][CH:45]=[CH:44][CH:43]=2)[C:35]([O:37][CH:38]([CH3:40])[CH3:39])=[O:36])=[CH:25][CH:24]=1.O, predict the reaction product. The product is: [Cl:22][C:23]1[CH:28]=[CH:27][C:26]([C:29]2[S:30][C:31]([C:19]([CH:13]3[CH2:18][CH2:17][CH2:16][CH2:15][CH2:14]3)=[O:20])=[CH:32][C:33]=2[CH:34]([CH2:41][C:42]2[CH:43]=[CH:44][CH:45]=[CH:46][CH:47]=2)[C:35]([O:37][CH:38]([CH3:40])[CH3:39])=[O:36])=[CH:25][CH:24]=1. (6) Given the reactants [OH:1][CH2:2][C:3]([CH3:9])([CH3:8])[C:4]([O:6][CH3:7])=[O:5].[H-].[Na+].[CH3:12][O:13][CH2:14][CH2:15]Br, predict the reaction product. The product is: [CH3:7][O:6][C:4](=[O:5])[C:3]([CH3:9])([CH3:8])[CH2:2][O:1][CH2:15][CH2:14][O:13][CH3:12].